Task: Predict the reactants needed to synthesize the given product.. Dataset: Full USPTO retrosynthesis dataset with 1.9M reactions from patents (1976-2016) (1) The reactants are: [CH3:1][CH2:2][N:3]([CH2:6][CH2:7][NH:8][C:9]1[CH:14]=[CH:13][C:12]2[N:15]=[CH:16][N:17]3[C:18]4[CH:25]=[CH:24][C:23]([OH:26])=[CH:22][C:19]=4[C:20](=[O:21])[C:10]=1[C:11]=23)[CH2:4][CH3:5].O.Cl.Cl.C(=O)([O-])[O-].[Cs+].[Cs+].[CH3:36][C:37]([CH3:42])([CH3:41])[C:38](Cl)=[O:39]. Given the product [CH2:4]([N:3]([CH2:2][CH3:1])[CH2:6][CH2:7][NH:8][C:9]1[C:10]2=[C:11]3[C:12]([N:15]=[CH:16][N:17]3[C:18]3[C:19]([C:20]2=[O:21])=[CH:22][C:23]([O:26][C:38](=[O:39])[C:37]([CH3:42])([CH3:41])[CH3:36])=[CH:24][CH:25]=3)=[CH:13][CH:14]=1)[CH3:5], predict the reactants needed to synthesize it. (2) Given the product [C:2]1([C:1]2[C:9]3[C:10](=[CH:18][CH:19]=[C:20]([C:22]([F:25])([F:24])[F:23])[CH:21]=3)[NH:11][C:12](=[O:17])[N:34]=2)[CH:7]=[CH:6][CH:5]=[CH:4][CH:3]=1, predict the reactants needed to synthesize it. The reactants are: [C:1]([C:9]1[CH:21]=[C:20]([C:22]([F:25])([F:24])[F:23])[CH:19]=[CH:18][C:10]=1[NH:11][C:12](=[O:17])C(Cl)(Cl)Cl)(=O)[C:2]1[CH:7]=[CH:6][CH:5]=[CH:4][CH:3]=1.CS(C)=O.C([O-])(=O)C.[NH4+:34]. (3) Given the product [C:35]([C:10]1[C:5]([N:4]([CH2:3][C:2]([CH3:34])([CH3:33])[CH3:1])[CH3:32])=[N:6][C:7]([NH:19][C:20]2[CH:21]=[C:22]([CH:28]=[CH:29][C:30]=2[CH3:31])[C:23]([NH:25][O:26][CH3:27])=[O:24])=[N:8][C:9]=1[N:11]1[CH2:17][CH2:16][CH2:15][N:14]([CH3:18])[CH2:13][CH2:12]1)#[N:36], predict the reactants needed to synthesize it. The reactants are: [CH3:1][C:2]([CH3:34])([CH3:33])[CH2:3][N:4]([CH3:32])[C:5]1[CH:10]=[C:9]([N:11]2[CH2:17][CH2:16][CH2:15][N:14]([CH3:18])[CH2:13][CH2:12]2)[N:8]=[C:7]([NH:19][C:20]2[CH:21]=[C:22]([CH:28]=[CH:29][C:30]=2[CH3:31])[C:23]([NH:25][O:26][CH3:27])=[O:24])[N:6]=1.[C-:35]#[N:36].[Na+].BrBr. (4) Given the product [ClH:1].[F:23][C:3]1([F:2])[CH2:11][N:10]2[C@H:5]([CH2:6][CH:7]([NH2:14])[CH2:8][C:9]2([CH3:13])[CH3:12])[CH2:4]1, predict the reactants needed to synthesize it. The reactants are: [ClH:1].[F:2][C:3]1([F:23])[CH2:11][N:10]2[C@H:5]([CH2:6][CH:7]([NH:14][C@H](C3C=CC=CC=3)C)[CH2:8][C:9]2([CH3:13])[CH3:12])[CH2:4]1.[H][H]. (5) Given the product [Br:53][CH2:33][C:30]1[CH:31]=[CH:32][C:27]([C:24]2[CH:23]=[C:22]([C:21]3[C:16]([N:8]([C:6]([O:5][C:1]([CH3:2])([CH3:3])[CH3:4])=[O:7])[C:9](=[O:15])[O:10][C:11]([CH3:13])([CH3:14])[CH3:12])=[N:17][CH:18]=[C:19]([C:34]4[CH:39]=[CH:38][C:37]([S:40]([CH:43]([CH3:45])[CH3:44])(=[O:41])=[O:42])=[CH:36][N:35]=4)[CH:20]=3)[O:26][N:25]=2)=[CH:28][CH:29]=1, predict the reactants needed to synthesize it. The reactants are: [C:1]([O:5][C:6]([N:8]([C:16]1[C:21]([C:22]2[O:26][N:25]=[C:24]([C:27]3[CH:32]=[CH:31][C:30]([CH3:33])=[CH:29][CH:28]=3)[CH:23]=2)=[CH:20][C:19]([C:34]2[CH:39]=[CH:38][C:37]([S:40]([CH:43]([CH3:45])[CH3:44])(=[O:42])=[O:41])=[CH:36][N:35]=2)=[CH:18][N:17]=1)[C:9](=[O:15])[O:10][C:11]([CH3:14])([CH3:13])[CH3:12])=[O:7])([CH3:4])([CH3:3])[CH3:2].C1C(=O)N([Br:53])C(=O)C1.CC(N=NC(C#N)(C)C)(C#N)C. (6) Given the product [Cl:33][C:30]1[N:29]=[C:28]([C:34]2[NH:35][C:36]3[C:41]([CH:42]=2)=[C:40]([F:43])[CH:39]=[CH:38][CH:37]=3)[C:27]([CH:8]=[CH:9][CH2:10][CH2:11][OH:12])=[CH:32][CH:31]=1, predict the reactants needed to synthesize it. The reactants are: N#N.C([Sn](CCCC)(CCCC)[CH:8]=[CH:9][CH2:10][CH2:11][OH:12])CCC.FC(F)(F)S(O[C:27]1[C:28]([C:34]2[NH:35][C:36]3[C:41]([CH:42]=2)=[C:40]([F:43])[CH:39]=[CH:38][CH:37]=3)=[N:29][C:30]([Cl:33])=[CH:31][CH:32]=1)(=O)=O.[Li+].[Cl-].